Task: Predict the reactants needed to synthesize the given product.. Dataset: Full USPTO retrosynthesis dataset with 1.9M reactions from patents (1976-2016) (1) The reactants are: [CH3:1][N:2]([CH2:17][C:18]#[CH:19])[C:3]1[S:4][C:5]2[CH:11]=[C:10](OC(F)(F)F)[CH:9]=[CH:8][C:6]=2[N:7]=1.[F:20][C:21]([F:34])([F:33])[O:22]C1C2N=C(N)SC=2C=CC=1.S([O-])([O-])(=O)=O.[NH3+]N.[NH3+]N.O.NN.O=S(Cl)Cl.CNCC#C. Given the product [CH3:1][N:2]([CH2:17][C:18]#[CH:19])[C:3]1[S:4][C:5]2[CH:11]=[CH:10][CH:9]=[C:8]([O:22][C:21]([F:34])([F:33])[F:20])[C:6]=2[N:7]=1, predict the reactants needed to synthesize it. (2) Given the product [N:21]1[CH:22]=[CH:23][N:24]2[CH:29]=[C:28]([C:2]3[N:11]=[C:10]([NH:12][CH2:13][CH2:14][C:15]4[CH:20]=[CH:19][CH:18]=[CH:17][CH:16]=4)[C:9]4[C:4](=[CH:5][CH:6]=[CH:7][CH:8]=4)[N:3]=3)[CH:27]=[CH:26][C:25]=12, predict the reactants needed to synthesize it. The reactants are: Cl[C:2]1[N:11]=[C:10]([NH:12][CH2:13][CH2:14][C:15]2[CH:20]=[CH:19][CH:18]=[CH:17][CH:16]=2)[C:9]2[C:4](=[CH:5][CH:6]=[CH:7][CH:8]=2)[N:3]=1.[N:21]1[CH:22]=[CH:23][N:24]2[CH:29]=[C:28](B(O)O)[CH:27]=[CH:26][C:25]=12.C(NC1C2C(=CC=CC=2)N=C(C2SC3C=CC=CC=3C=2)N=1)(C1C=CC=CC=1)C1C=CC=CC=1. (3) Given the product [CH3:21][C:22]1[CH:27]=[C:26]([C:2]2[C:11]3[C:6](=[CH:7][C:8]([O:12][CH3:13])=[CH:9][CH:10]=3)[CH:5]=[C:4]([NH:14][C:15]3[CH:19]=[C:18]([CH3:20])[NH:17][N:16]=3)[N:3]=2)[CH:25]=[CH:24][CH:23]=1, predict the reactants needed to synthesize it. The reactants are: Cl[C:2]1[C:11]2[C:6](=[CH:7][C:8]([O:12][CH3:13])=[CH:9][CH:10]=2)[CH:5]=[C:4]([NH:14][C:15]2[CH:19]=[C:18]([CH3:20])[NH:17][N:16]=2)[N:3]=1.[CH3:21][C:22]1[CH:23]=[C:24](B(O)O)[CH:25]=[CH:26][CH:27]=1. (4) The reactants are: [F:1][C:2]1[C:9]([O:10][C:11]2[C:16](=[O:17])[NH:15][CH:14]=[N:13][C:12]=2[C:18]([F:21])([F:20])[F:19])=[CH:8][CH:7]=[CH:6][C:3]=1[C:4]#[N:5].Cl[CH2:23][C:24]1[CH:25]=[C:26]([C:40]2[CH:45]=[CH:44][C:43]([F:46])=[CH:42][CH:41]=2)[C:27](=[O:39])[N:28]([CH2:30][C:31]2[CH:36]=[CH:35][C:34]([O:37][CH3:38])=[CH:33][CH:32]=2)[N:29]=1.[Li+].[Br-].C(=O)([O-])[O-].[K+].[K+]. Given the product [F:1][C:2]1[C:9]([O:10][C:11]2[C:16](=[O:17])[N:15]([CH2:23][C:24]3[CH:25]=[C:26]([C:40]4[CH:41]=[CH:42][C:43]([F:46])=[CH:44][CH:45]=4)[C:27](=[O:39])[N:28]([CH2:30][C:31]4[CH:32]=[CH:33][C:34]([O:37][CH3:38])=[CH:35][CH:36]=4)[N:29]=3)[CH:14]=[N:13][C:12]=2[C:18]([F:19])([F:21])[F:20])=[CH:8][CH:7]=[CH:6][C:3]=1[C:4]#[N:5], predict the reactants needed to synthesize it. (5) The reactants are: [CH:1]1([C:7]2([CH3:14])[C:11](=[O:12])[NH:10][N:9]=[C:8]2[CH3:13])[CH2:6][CH2:5][CH2:4][CH2:3][CH2:2]1.Br[CH2:16][C:17]([C:19]1[CH:20]=[C:21]([CH3:25])[CH:22]=[CH:23][CH:24]=1)=[O:18]. Given the product [CH:1]1([C:7]2([CH3:14])[C:11](=[O:12])[N:10]([CH2:16][C:17](=[O:18])[C:19]3[CH:20]=[C:21]([CH3:25])[CH:22]=[CH:23][CH:24]=3)[N:9]=[C:8]2[CH3:13])[CH2:2][CH2:3][CH2:4][CH2:5][CH2:6]1, predict the reactants needed to synthesize it. (6) Given the product [CH:25]1[C:26]2[N:14]([C:8]3[CH:9]=[C:10]([CH3:13])[CH:11]=[CH:12][C:7]=3[OH:6])[C:15]3[C:20](=[CH:19][CH:18]=[CH:17][CH:16]=3)[C:21]=2[CH:22]=[CH:23][CH:24]=1, predict the reactants needed to synthesize it. The reactants are: B(Br)(Br)Br.C[O:6][C:7]1[CH:12]=[CH:11][C:10]([CH3:13])=[CH:9][C:8]=1[N:14]1[C:26]2[CH:25]=[CH:24][CH:23]=[CH:22][C:21]=2[C:20]2[C:15]1=[CH:16][CH:17]=[CH:18][CH:19]=2. (7) Given the product [Br:24][C:17]1[CH:18]=[CH:19][C:14]([C:10]2[C:9]([S:8][C:5]3[CH:6]=[CH:7][C:2]([Cl:1])=[CH:3][CH:4]=3)=[CH:13][NH:12][N:11]=2)=[CH:15][CH:16]=1, predict the reactants needed to synthesize it. The reactants are: [Cl:1][C:2]1[CH:7]=[CH:6][C:5]([S:8][C:9]2[C:10]([C:14]3[CH:19]=[CH:18][C:17](S(C)(=O)=O)=[CH:16][CH:15]=3)=[N:11][NH:12][CH:13]=2)=[CH:4][CH:3]=1.[Br:24]CC(C1C=CC(Br)=CC=1)=O. (8) Given the product [C:4]([O:21][C:20]([N:27]1[CH2:29][CH:2]=[C:10]([C:2]2[CH:3]=[C:4]3[C:8](=[CH:9][CH:10]=2)[C:7](=[O:11])[N:6]([CH2:12][C:13]2[CH:18]=[CH:17][C:16]([CH3:19])=[CH:15][CH:14]=2)[CH2:5]3)[CH2:9][CH2:26]1)=[O:23])([CH3:8])([CH3:5])[CH3:3], predict the reactants needed to synthesize it. The reactants are: Br[C:2]1[CH:3]=[C:4]2[C:8](=[CH:9][CH:10]=1)[C:7](=[O:11])[N:6]([CH2:12][C:13]1[CH:18]=[CH:17][C:16]([CH3:19])=[CH:15][CH:14]=1)[CH2:5]2.[C:20](=[O:23])([O-])[O-:21].[K+].[K+].[CH3:26][N:27]([CH:29]=O)C. (9) The reactants are: [CH3:1][C:2]([CH3:10])([CH:5]([OH:9])[CH:6]([CH3:8])[CH3:7])[CH2:3][OH:4].[CH2:11](Br)[CH3:12]. Given the product [CH2:11]([O:4][CH2:3][C:2]([CH3:10])([CH3:1])[CH:5]([OH:9])[CH:6]([CH3:8])[CH3:7])[CH3:12], predict the reactants needed to synthesize it.